This data is from Forward reaction prediction with 1.9M reactions from USPTO patents (1976-2016). The task is: Predict the product of the given reaction. (1) Given the reactants [C:1]([C:4]1[O:5][C:6]2[CH:12]=[CH:11][CH:10]=[CH:9][C:7]=2[CH:8]=1)(=[O:3])[CH3:2].[C:13]1([CH3:21])[CH:18]=[CH:17][CH:16]=[CH:15][C:14]=1[CH2:19][NH2:20].[CH3:22][O:23][2H].[OH2:25].[CH3:26]C[OH:28], predict the reaction product. The product is: [C:22]([OH:23])(=[O:28])/[CH:8]=[CH:4]\[C:1]([OH:3])=[O:25].[O:5]1[C:6]2=[CH:12][CH:11]=[CH:10][C:9]2=[CH:7][CH:8]=[C:4]1[CH:1]1[C:2]2[C:15](=[CH:16][CH:17]=[CH:18][C:13]=2[CH3:21])[CH2:14][CH2:19][N:20]1[CH3:26]. (2) Given the reactants [P:1]([CH2:14][CH2:15][CH2:16][PH:17][C:18]1[CH:23]=[CH:22][CH:21]=[CH:20][CH:19]=1)([C:8]1[CH:13]=[CH:12][CH:11]=[CH:10][CH:9]=1)[C:2]1[CH:7]=[CH:6][CH:5]=[CH:4][CH:3]=1.[CH2:24]([P:27]([CH2:30][CH3:31])[CH2:28][CH3:29])[CH:25]=[CH2:26].CC(N=NC(C#N)(C)C)(C#N)C, predict the reaction product. The product is: [P:1]([CH2:14][CH2:15][CH2:16][P:17]([CH2:26][CH2:25][CH2:24][P:27]([CH2:30][CH3:31])[CH2:28][CH3:29])[C:18]1[CH:19]=[CH:20][CH:21]=[CH:22][CH:23]=1)([C:2]1[CH:3]=[CH:4][CH:5]=[CH:6][CH:7]=1)[C:8]1[CH:13]=[CH:12][CH:11]=[CH:10][CH:9]=1. (3) Given the reactants [H-].[Na+].[C:3](OCC)(=[O:5])[CH3:4].[CH3:9][C:10]([C:12]1[CH:17]=[CH:16][C:15]([O:18][CH3:19])=[CH:14][CH:13]=1)=[O:11], predict the reaction product. The product is: [CH3:19][O:18][C:15]1[CH:16]=[CH:17][C:12]([C:10](=[O:11])[CH2:9][C:3](=[O:5])[CH3:4])=[CH:13][CH:14]=1. (4) Given the reactants [O:1]1[CH:5]=[CH:4][C:3]([C:6]2[C:15]3[O:14][CH2:13][CH2:12][N:11](C(OC(C)(C)C)=O)[CH2:10][C:9]=3[S:8][CH:7]=2)=[CH:2]1.C(OCC)(=O)C.Cl, predict the reaction product. The product is: [O:1]1[CH:5]=[CH:4][C:3]([C:6]2[C:15]3[O:14][CH2:13][CH2:12][NH:11][CH2:10][C:9]=3[S:8][CH:7]=2)=[CH:2]1. (5) Given the reactants [CH3:1][C:2]1[CH:7]=[CH:6][CH:5]=[CH:4][C:3]=1[OH:8].[CH2:9]([O:11][C:12](=[O:16])[C:13]#[C:14][CH3:15])[CH3:10].N12CCCN=C1CCCCC2, predict the reaction product. The product is: [CH2:9]([O:11][C:12](=[O:16])/[CH:13]=[C:14](/[O:8][C:3]1[CH:4]=[CH:5][CH:6]=[CH:7][C:2]=1[CH3:1])\[CH3:15])[CH3:10]. (6) Given the reactants C(OC([N:8]1[CH2:11][CH:10]([CH2:12][O:13][C:14]2[CH:19]=[C:18]([NH:20][C:21]([C:23]3[C:24]([NH:29][CH2:30][C:31]4[CH:36]=[CH:35][C:34]([F:37])=[CH:33][CH:32]=4)=[N:25][CH:26]=[CH:27][CH:28]=3)=[O:22])[CH:17]=[CH:16][C:15]=2[Cl:38])[CH2:9]1)=O)(C)(C)C, predict the reaction product. The product is: [NH:8]1[CH2:11][CH:10]([CH2:12][O:13][C:14]2[CH:19]=[C:18]([NH:20][C:21](=[O:22])[C:23]3[CH:28]=[CH:27][CH:26]=[N:25][C:24]=3[NH:29][CH2:30][C:31]3[CH:32]=[CH:33][C:34]([F:37])=[CH:35][CH:36]=3)[CH:17]=[CH:16][C:15]=2[Cl:38])[CH2:9]1.